This data is from Peptide-MHC class I binding affinity with 185,985 pairs from IEDB/IMGT. The task is: Regression. Given a peptide amino acid sequence and an MHC pseudo amino acid sequence, predict their binding affinity value. This is MHC class I binding data. The peptide sequence is PVILSKLML. The MHC is HLA-A02:06 with pseudo-sequence HLA-A02:06. The binding affinity (normalized) is 0.177.